From a dataset of Forward reaction prediction with 1.9M reactions from USPTO patents (1976-2016). Predict the product of the given reaction. The product is: [C:29]([NH:28][CH:14]([B:15]1[O:23][CH:22]2[C:17]([CH3:27])([CH:18]3[CH2:24][CH:20]([CH2:21]2)[C:19]3([CH3:26])[CH3:25])[O:16]1)[CH2:13][C:9]1[C:8]([O:34][CH3:35])=[C:7]([CH:12]=[CH:11][CH:10]=1)[C:6]([OH:36])=[O:5])(=[O:33])[CH2:30][CH2:31][CH3:32]. Given the reactants C([O:5][C:6](=[O:36])[C:7]1[CH:12]=[CH:11][CH:10]=[C:9]([CH2:13][CH:14]([NH:28][C:29](=[O:33])[CH2:30][CH2:31][CH3:32])[B:15]2[O:23][CH:22]3[C:17]([CH3:27])([CH:18]4[CH2:24][CH:20]([CH2:21]3)[C:19]4([CH3:26])[CH3:25])[O:16]2)[C:8]=1[O:34][CH3:35])(C)(C)C.FC(F)(F)C(O)=O, predict the reaction product.